Dataset: Forward reaction prediction with 1.9M reactions from USPTO patents (1976-2016). Task: Predict the product of the given reaction. (1) Given the reactants C[O-].[Na+].[N+:4](C)([O-:6])=[O:5].[F:8][C:9]1[CH:14]=[CH:13][C:12]([CH:15]=[CH:16][S:17]([O:20][C:21]2[CH:26]=[CH:25][CH:24]=[CH:23][CH:22]=2)(=[O:19])=[O:18])=[CH:11][CH:10]=1, predict the reaction product. The product is: [F:8][C:9]1[CH:10]=[CH:11][C:12]([CH:15]([N+:4]([O-:6])=[O:5])[CH2:16][S:17]([O:20][C:21]2[CH:22]=[CH:23][CH:24]=[CH:25][CH:26]=2)(=[O:18])=[O:19])=[CH:13][CH:14]=1. (2) Given the reactants C1(P(C2CCCCC2)C2C=CC=CC=2C2C(C(C)C)=CC(C(C)C)=CC=2C(C)C)CCCCC1.[O:35]1[CH2:40][CH2:39][N:38]([C:41]2[C:46]([NH2:47])=[CH:45][C:44]([N:48]3[CH2:53][CH2:52][O:51][CH2:50][CH2:49]3)=[CH:43][N:42]=2)[CH2:37][CH2:36]1.Cl[C:55]1[C:64]2[C:59](=[CH:60][C:61]([F:66])=[CH:62][C:63]=2[F:65])[N:58]=[C:57]([C:67]2[CH:68]=[N:69][C:70]([O:73][CH2:74][CH:75]3[CH2:77][CH2:76]3)=[CH:71][CH:72]=2)[C:56]=1[CH3:78].CC(C)([O-])C.[Na+], predict the reaction product. The product is: [CH:75]1([CH2:74][O:73][C:70]2[N:69]=[CH:68][C:67]([C:57]3[C:56]([CH3:78])=[C:55]([NH:47][C:46]4[C:41]([N:38]5[CH2:39][CH2:40][O:35][CH2:36][CH2:37]5)=[N:42][CH:43]=[C:44]([N:48]5[CH2:49][CH2:50][O:51][CH2:52][CH2:53]5)[CH:45]=4)[C:64]4[C:59](=[CH:60][C:61]([F:66])=[CH:62][C:63]=4[F:65])[N:58]=3)=[CH:72][CH:71]=2)[CH2:76][CH2:77]1. (3) The product is: [N+:1]([C:4]1[CH:5]=[C:6]([CH2:7][OH:8])[CH:10]=[C:11]([C:13]([F:14])([F:15])[F:16])[CH:12]=1)([O-:3])=[O:2]. Given the reactants [N+:1]([C:4]1[CH:5]=[C:6]([CH:10]=[C:11]([C:13]([F:16])([F:15])[F:14])[CH:12]=1)[C:7](O)=[O:8])([O-:3])=[O:2], predict the reaction product. (4) Given the reactants [CH2:1]([O:3][C:4]1[C:5]([N+:11]([O-:13])=[O:12])=[N:6][CH:7]=[C:8](F)[CH:9]=1)[CH3:2].[N:14]1[CH:19]=[CH:18][CH:17]=[CH:16][C:15]=1[OH:20].C([O-])([O-])=O.[Na+].[Na+], predict the reaction product. The product is: [CH2:1]([O:3][C:4]1[C:5]([N+:11]([O-:13])=[O:12])=[N:6][CH:7]=[C:8]([O:20][C:15]2[CH:16]=[CH:17][CH:18]=[CH:19][N:14]=2)[CH:9]=1)[CH3:2]. (5) Given the reactants Br[CH2:2][C:3]1[CH:8]=[CH:7][C:6]([S:9]([CH3:12])(=[O:11])=[O:10])=[C:5]([Cl:13])[CH:4]=1.[NH3:14], predict the reaction product. The product is: [Cl:13][C:5]1[CH:4]=[C:3]([CH:8]=[CH:7][C:6]=1[S:9]([CH3:12])(=[O:11])=[O:10])[CH2:2][NH2:14]. (6) Given the reactants [Br:1][C:2]1[CH:7]=[CH:6][CH:5]=[CH:4][C:3]=1[SH:8].C(=O)([O-])[O-].[Cs+].[Cs+].[C:15]([O:19][C:20]([N:22]1[CH2:27][CH2:26][CH:25](OS(C)(=O)=O)[CH2:24][CH2:23]1)=[O:21])([CH3:18])([CH3:17])[CH3:16], predict the reaction product. The product is: [C:15]([O:19][C:20]([N:22]1[CH2:27][CH2:26][CH:25]([S:8][C:3]2[CH:4]=[CH:5][CH:6]=[CH:7][C:2]=2[Br:1])[CH2:24][CH2:23]1)=[O:21])([CH3:18])([CH3:16])[CH3:17].